Dataset: Catalyst prediction with 721,799 reactions and 888 catalyst types from USPTO. Task: Predict which catalyst facilitates the given reaction. (1) Reactant: C(C1C=C2C(=CC=1)N(OC(OC(C)(C)C)=O)C(=O)[C@@H](NC(=O)OC(C)(C)C)C2)C1C=CC=CC=1.[CH2:35]([C:42]1[CH:43]=[C:44]([C:68]([N+:71]([O-:73])=[O:72])=[CH:69][CH:70]=1)[CH2:45][C@@H:46]([C:61]([O:63]C(C)(C)C)=[O:62])[N:47]=C(C1C=CC=CC=1)C1C=CC=CC=1)[C:36]1[CH:41]=[CH:40][CH:39]=[CH:38][CH:37]=1.FC(F)(F)C(O)=O. Product: [CH2:35]([C:42]1[CH:43]=[C:44]([C:68]([N+:71]([O-:73])=[O:72])=[CH:69][CH:70]=1)[CH2:45][C@@H:46]([C:61]([OH:63])=[O:62])[NH2:47])[C:36]1[CH:41]=[CH:40][CH:39]=[CH:38][CH:37]=1. The catalyst class is: 4. (2) Reactant: [CH3:1][O:2][C:3]([C:5]1[S:6][C:7]([CH:11]=[O:12])=[CH:8][C:9]=1[CH3:10])=[O:4].CC(=CC)C.[Cl-].[Na+].[O:20]1CCOCC1. Product: [CH3:1][O:2][C:3]([C:5]1[S:6][C:7]([C:11]([OH:20])=[O:12])=[CH:8][C:9]=1[CH3:10])=[O:4]. The catalyst class is: 6. (3) Reactant: [CH:1]1([C:4]([N:6]2[CH2:11][CH2:10][N:9]([C:12]([C:14]3[CH:19]=[CH:18][C:17]([CH:20]4[C:25]5=[N:26][NH:27][C:28](=[O:33])[C:29]6[CH:30]=[CH:31][CH:32]=[C:23]([C:24]=65)[NH:22][CH:21]4[C:34]4[CH:41]=[CH:40][C:37]([CH:38]=O)=[CH:36][CH:35]=4)=[CH:16][CH:15]=3)=[O:13])[CH2:8][CH2:7]2)=[O:5])[CH2:3][CH2:2]1.[CH3:42][NH:43][CH3:44].[BH4-].[Na+]. Product: [CH:1]1([C:4]([N:6]2[CH2:7][CH2:8][N:9]([C:12]([C:14]3[CH:19]=[CH:18][C:17]([CH:20]4[C:25]5=[N:26][NH:27][C:28](=[O:33])[C:29]6[CH:30]=[CH:31][CH:32]=[C:23]([C:24]=65)[NH:22][CH:21]4[C:34]4[CH:41]=[CH:40][C:37]([CH2:38][N:43]([CH3:44])[CH3:42])=[CH:36][CH:35]=4)=[CH:16][CH:15]=3)=[O:13])[CH2:10][CH2:11]2)=[O:5])[CH2:3][CH2:2]1. The catalyst class is: 5.